Dataset: Reaction yield outcomes from USPTO patents with 853,638 reactions. Task: Predict the reaction yield, written as a fraction of the theoretical maximum amount of product (1.0 means a 100% yield; for example, 0.34 means a 34% yield). (1) The reactants are [C:1]1([CH:13]2[CH2:18][CH2:17][CH2:16][N:15]([C:19]([O:21][CH2:22][C:23]3[CH:28]=[CH:27][CH:26]=[CH:25][CH:24]=3)=[O:20])[CH2:14]2)[N:2]=[CH:3][N:4]2[C:9]=1[C:8]1[CH:10]=[CH:11][NH:12][C:7]=1[N:6]=[CH:5]2.[H-].[Na+].[S:31](Cl)([C:34]1[CH:40]=[CH:39][C:37]([CH3:38])=[CH:36][CH:35]=1)(=[O:33])=[O:32]. The catalyst is C1COCC1. The product is [S:31]([N:12]1[C:7]2[N:6]=[CH:5][N:4]3[CH:3]=[N:2][C:1]([CH:13]4[CH2:18][CH2:17][CH2:16][N:15]([C:19]([O:21][CH2:22][C:23]5[CH:24]=[CH:25][CH:26]=[CH:27][CH:28]=5)=[O:20])[CH2:14]4)=[C:9]3[C:8]=2[CH:10]=[CH:11]1)([C:34]1[CH:40]=[CH:39][C:37]([CH3:38])=[CH:36][CH:35]=1)(=[O:33])=[O:32]. The yield is 0.760. (2) The reactants are [F:1][C:2]1[CH:3]=[C:4]([C:8]2[CH:13]=[C:12]([O:14][CH3:15])[CH:11]=[C:10](N)[CH:9]=2)[CH:5]=[CH:6][CH:7]=1.N([O-])=O.[Na+].[I-:21].[K+]. No catalyst specified. The product is [F:1][C:2]1[CH:3]=[C:4]([C:8]2[CH:13]=[C:12]([O:14][CH3:15])[CH:11]=[C:10]([I:21])[CH:9]=2)[CH:5]=[CH:6][CH:7]=1. The yield is 0.780. (3) The reactants are C([O:8][C:9]1[CH:14]=[CH:13][C:12]([N+:15]([O-])=O)=[C:11]([F:18])[C:10]=1[CH3:19])C1C=CC=CC=1. The catalyst is CO.[Pd]. The product is [NH2:15][C:12]1[CH:13]=[CH:14][C:9]([OH:8])=[C:10]([CH3:19])[C:11]=1[F:18]. The yield is 0.960. (4) The reactants are [Cl:1][C:2]1[CH:3]=[C:4]([CH:12]=[CH:13][C:14]=1[Cl:15])[C:5]([NH:7][NH:8][C:9](=[NH:11])[NH2:10])=O. The catalyst is O. The product is [Cl:1][C:2]1[CH:3]=[C:4]([C:5]2[N:10]=[C:9]([NH2:11])[NH:8][N:7]=2)[CH:12]=[CH:13][C:14]=1[Cl:15]. The yield is 0.890. (5) The reactants are C([N:8]1[CH2:12][C@H:11]([C:13]2[CH:18]=[CH:17][C:16]([F:19])=[C:15]([Cl:20])[CH:14]=2)[C@@H:10]([C@@H:21]([O:23][C:24]2[CH:29]=[CH:28][C:27]([Cl:30])=[CH:26][N:25]=2)[CH3:22])[CH2:9]1)C1C=CC=CC=1.ClC(OC(Cl)C)=O.CCN(C(C)C)C(C)C. The catalyst is C1(C)C=CC=CC=1. The product is [Cl:30][C:27]1[CH:28]=[CH:29][C:24]([O:23][C@H:21]([C@@H:10]2[C@@H:11]([C:13]3[CH:18]=[CH:17][C:16]([F:19])=[C:15]([Cl:20])[CH:14]=3)[CH2:12][NH:8][CH2:9]2)[CH3:22])=[N:25][CH:26]=1. The yield is 0.610. (6) The reactants are [C:1](Cl)(=[O:8])[C:2]1[CH:7]=[CH:6][CH:5]=[CH:4][CH:3]=1.[CH3:10][O:11][C:12]([C:14]1[O:15][CH:16]=[CH:17][CH:18]=1)=[O:13].O. The catalyst is C(Cl)(Cl)(Cl)Cl. The product is [C:2]1([C:1]([C:16]2[O:15][C:14]([C:12]([O:11][CH3:10])=[O:13])=[CH:18][CH:17]=2)=[O:8])[CH:7]=[CH:6][CH:5]=[CH:4][CH:3]=1. The yield is 0.650. (7) The reactants are [Cl:1][C:2]1[C:3]2[CH2:4][C:5]3[CH2:9][N:8]([C@@H:10]([CH2:14][CH:15]4[CH2:20]CCC[CH2:16]4)[C:11](O)=[O:12])[C:7](=[O:21])[C:6]=3[O:22][C:23]=2[CH:24]=[CH:25][CH:26]=1.C(Cl)(=O)C(Cl)=O.[Cl:33][C:34]1[CH:35]=[CH:36][C:37]([NH2:40])=[N:38][CH:39]=1. The product is [Cl:33][C:34]1[CH:35]=[CH:36][C:37]([NH:40][C:11](=[O:12])[C@@H:10]([N:8]2[CH2:9][C:5]3[CH2:4][C:3]4[C:2]([Cl:1])=[CH:26][CH:25]=[CH:24][C:23]=4[O:22][C:6]=3[C:7]2=[O:21])[CH2:14][CH:15]([CH3:16])[CH3:20])=[N:38][CH:39]=1. The catalyst is C(Cl)Cl.O. The yield is 0.363. (8) The reactants are [O:1]1[CH2:6][CH2:5][N:4]([C:7]2[N:12]=[C:11]([N:13]3[CH2:18][CH2:17][O:16][CH2:15][CH2:14]3)[N:10]=[C:9]([C:19]3[CH:24]=[CH:23][C:22]([NH:25][C:26](=[O:37])[NH:27][C:28]4[CH:36]=[CH:35][C:31]([C:32](O)=[O:33])=[CH:30][CH:29]=4)=[CH:21][CH:20]=3)[N:8]=2)[CH2:3][CH2:2]1.CCN(C(C)C)C(C)C.CN(C(ON1N=NC2C=CC=CC1=2)=[N+](C)C)C.F[P-](F)(F)(F)(F)F.[N:71]1([CH:76]2[CH2:81][CH2:80][NH:79][CH2:78][CH2:77]2)[CH2:75][CH2:74][CH2:73][CH2:72]1. The catalyst is CN1C(=O)CCC1. The product is [O:16]1[CH2:17][CH2:18][N:13]([C:11]2[N:12]=[C:7]([N:4]3[CH2:3][CH2:2][O:1][CH2:6][CH2:5]3)[N:8]=[C:9]([C:19]3[CH:24]=[CH:23][C:22]([NH:25][C:26]([NH:27][C:28]4[CH:29]=[CH:30][C:31]([C:32]([N:79]5[CH2:80][CH2:81][CH:76]([N:71]6[CH2:75][CH2:74][CH2:73][CH2:72]6)[CH2:77][CH2:78]5)=[O:33])=[CH:35][CH:36]=4)=[O:37])=[CH:21][CH:20]=3)[N:10]=2)[CH2:14][CH2:15]1. The yield is 0.580. (9) The reactants are C(OC(=O)[NH:7][CH:8]([CH2:35][C:36]1[CH:41]=[CH:40][C:39]([F:42])=[CH:38][CH:37]=1)[C:9]([N:11]1[CH2:16][CH2:15][N:14]([CH:17]([C:29](=[O:32])[NH:30][CH3:31])[CH2:18][C:19]2[CH:28]=[CH:27][C:26]3[C:21](=[CH:22][CH:23]=[CH:24][CH:25]=3)[CH:20]=2)[CH2:13][CH:12]1[CH2:33][CH3:34])=[O:10])(C)(C)C.[Cl:44]CCCl. The catalyst is Cl.O1CCOCC1. The product is [ClH:44].[NH2:7][CH:8]([CH2:35][C:36]1[CH:41]=[CH:40][C:39]([F:42])=[CH:38][CH:37]=1)[C:9]([N:11]1[CH2:16][CH2:15][N:14]([CH:17]([CH2:18][C:19]2[CH:28]=[CH:27][C:26]3[C:21](=[CH:22][CH:23]=[CH:24][CH:25]=3)[CH:20]=2)[C:29]([NH:30][CH3:31])=[O:32])[CH2:13][CH:12]1[CH2:33][CH3:34])=[O:10]. The yield is 0.990.